From a dataset of Catalyst prediction with 721,799 reactions and 888 catalyst types from USPTO. Predict which catalyst facilitates the given reaction. (1) Reactant: [CH3:1][N:2]1[C:7](=[O:8])[C:6]([NH:9][C:10]2[CH:15]=[CH:14][C:13]([N:16]3[CH2:21][CH2:20][N:19]([CH:22]4[CH2:25][O:24][CH2:23]4)[CH2:18][C@@H:17]3[CH3:26])=[CH:12][N:11]=2)=[CH:5][C:4]([C:27]2[CH:32]=[CH:31][N:30]=[C:29]([N:33]3[C:45](=[O:46])[C:44]4[N:36]([C:37]5[C@H:38]6[CH2:47][C@@H:41]([C:42]=5[CH:43]=4)[CH2:40][CH2:39]6)[CH2:35][CH2:34]3)[C:28]=2[CH:48]=[O:49])=[CH:3]1.[BH4-].[Na+]. Product: [OH:49][CH2:48][C:28]1[C:29]([N:33]2[C:45](=[O:46])[C:44]3[N:36]([C:37]4[C@H:38]5[CH2:47][C@@H:41]([C:42]=4[CH:43]=3)[CH2:40][CH2:39]5)[CH2:35][CH2:34]2)=[N:30][CH:31]=[CH:32][C:27]=1[C:4]1[CH:5]=[C:6]([NH:9][C:10]2[CH:15]=[CH:14][C:13]([N:16]3[CH2:21][CH2:20][N:19]([CH:22]4[CH2:23][O:24][CH2:25]4)[CH2:18][C@@H:17]3[CH3:26])=[CH:12][N:11]=2)[C:7](=[O:8])[N:2]([CH3:1])[CH:3]=1. The catalyst class is: 5. (2) Reactant: [CH3:1][O:2][C:3](=[O:12])[CH2:4][C:5]1[CH:10]=[CH:9][C:8](Br)=[CH:7][CH:6]=1.C1(P(C2CCCCC2)C2C=CC=CC=2C2C(OC)=CC=CC=2OC)CCCCC1.P([O-])([O-])([O-])=O.[K+].[K+].[K+].[CH2:50]([C:52]([C:77]1[CH:82]=[CH:81][C:80](B2OC(C)(C)C(C)(C)O2)=[C:79]([CH3:92])[CH:78]=1)([C:55]1[CH:60]=[CH:59][C:58]([C:61]#[C:62][C:63]([O:72][CH2:73][O:74][CH3:75])([C:68]([F:71])([F:70])[F:69])[C:64]([F:67])([F:66])[F:65])=[C:57]([CH3:76])[CH:56]=1)[CH2:53][CH3:54])[CH3:51].C(=O)(O)[O-].[Na+]. Product: [CH3:1][O:2][C:3](=[O:12])[CH2:4][C:5]1[CH:10]=[CH:9][C:8]([C:80]2[CH:81]=[CH:82][C:77]([C:52]([CH2:53][CH3:54])([C:55]3[CH:60]=[CH:59][C:58]([C:61]#[C:62][C:63]([O:72][CH2:73][O:74][CH3:75])([C:68]([F:71])([F:70])[F:69])[C:64]([F:67])([F:66])[F:65])=[C:57]([CH3:76])[CH:56]=3)[CH2:50][CH3:51])=[CH:78][C:79]=2[CH3:92])=[CH:7][CH:6]=1. The catalyst class is: 493. (3) Reactant: Br[C:2]1[C:6]([Br:7])=[C:5]([NH:8][C:9]([C@@H:11]2[CH2:13][C@H:12]2[CH3:14])=[O:10])[S:4][N:3]=1.[C:15]([O:19][C:20]([N:22]1[C:30]2[C:25](=[CH:26][C:27]([Sn](C)(C)C)=[CH:28][CH:29]=2)[CH:24]=[N:23]1)=[O:21])([CH3:18])([CH3:17])[CH3:16]. Product: [C:15]([O:19][C:20]([N:22]1[C:30]2[C:25](=[CH:26][C:27]([C:2]3[C:6]([Br:7])=[C:5]([NH:8][C:9]([C@@H:11]4[CH2:13][C@H:12]4[CH3:14])=[O:10])[S:4][N:3]=3)=[CH:28][CH:29]=2)[CH:24]=[N:23]1)=[O:21])([CH3:18])([CH3:16])[CH3:17]. The catalyst class is: 184. (4) Reactant: Cl[CH2:2][CH2:3][CH2:4][O:5][C:6]1[CH:18]=[CH:17][C:9]2[C:10]([C:13]([F:16])([F:15])[F:14])=[N:11][O:12][C:8]=2[C:7]=1[CH2:19][CH2:20][CH3:21].BrC(Cl)CC.[C:27]1([CH:33]2[CH2:38][NH:37][C:36](=[O:39])[NH:35][C:34]2=[O:40])[CH:32]=[CH:31][CH:30]=[CH:29][CH:28]=1.C([O-])([O-])=O.[Cs+].[Cs+]. Product: [C:27]1([CH:33]2[CH2:38][NH:37][C:36](=[O:39])[N:35]([CH2:2][CH2:3][CH2:4][O:5][C:6]3[CH:18]=[CH:17][C:9]4[C:10]([C:13]([F:16])([F:15])[F:14])=[N:11][O:12][C:8]=4[C:7]=3[CH2:19][CH2:20][CH3:21])[C:34]2=[O:40])[CH:28]=[CH:29][CH:30]=[CH:31][CH:32]=1. The catalyst class is: 18. (5) Reactant: II.Br[CH2:4][CH:5]1[CH2:7][CH2:6]1.[CH:8]1([CH2:14][N:15]2[C:19]([C:20]3[CH:25]=[C:24]([C:26]([CH3:29])([CH3:28])[CH3:27])[CH:23]=[C:22]([C:30]([CH3:33])([CH3:32])[CH3:31])[CH:21]=3)=[CH:18][C:17]([C:34](N(OC)C)=[O:35])=[C:16]2[CH3:40])[CH2:13][CH2:12][CH2:11][CH2:10][CH2:9]1. Product: [CH:8]1([CH2:14][N:15]2[C:19]([C:20]3[CH:25]=[C:24]([C:26]([CH3:28])([CH3:27])[CH3:29])[CH:23]=[C:22]([C:30]([CH3:32])([CH3:33])[CH3:31])[CH:21]=3)=[CH:18][C:17]([C:34](=[O:35])[CH2:7][CH2:6][CH:5]=[CH2:4])=[C:16]2[CH3:40])[CH2:9][CH2:10][CH2:11][CH2:12][CH2:13]1. The catalyst class is: 1.